This data is from Forward reaction prediction with 1.9M reactions from USPTO patents (1976-2016). The task is: Predict the product of the given reaction. (1) Given the reactants [Br:1][C:2]1[CH:3]=[C:4]([C:8](=[O:16])[CH2:9][C:10]2[CH:15]=[CH:14][N:13]=[CH:12][CH:11]=2)[CH:5]=[CH:6][CH:7]=1.BrCBr.[C:20](=[S:22])=[S:21].[C:23]([O-])([O-])=O.[K+].[K+], predict the reaction product. The product is: [Br:1][C:2]1[CH:3]=[C:4]([C:8](=[O:16])[C:9](=[C:20]2[S:22][CH2:23][S:21]2)[C:10]2[CH:11]=[CH:12][N:13]=[CH:14][CH:15]=2)[CH:5]=[CH:6][CH:7]=1. (2) Given the reactants [CH:1]1([NH2:4])[CH2:3][CH2:2]1.C(O)(=O)C.[CH3:9][N:10]([C:15]1[CH:20]=[CH:19][CH:18]=[CH:17][CH:16]=1)[CH2:11][C:12](=O)[CH3:13].C([BH3-])#N.[Na+], predict the reaction product. The product is: [CH:1]1([NH:4][CH:12]([CH3:13])[CH2:11][N:10]([CH3:9])[C:15]2[CH:20]=[CH:19][CH:18]=[CH:17][CH:16]=2)[CH2:3][CH2:2]1. (3) Given the reactants [O:1]1[CH:5]=[CH:4][CH:3]=[C:2]1[C:6]1[CH:7]=[C:8]([CH2:12][CH2:13]O)[CH:9]=[CH:10][CH:11]=1.C(Br)(Br)(Br)[Br:16].C1(P(C2C=CC=CC=2)C2C=CC=CC=2)C=CC=CC=1, predict the reaction product. The product is: [O:1]1[CH:5]=[CH:4][CH:3]=[C:2]1[C:6]1[CH:7]=[C:8]([CH:9]=[CH:10][CH:11]=1)[CH2:12][CH2:13][Br:16]. (4) Given the reactants C(OC([NH:8][CH2:9][CH2:10][CH2:11][NH:12][C:13]([CH2:15][CH2:16][CH2:17][CH2:18][CH2:19][O:20][C:21](=[O:52])[C:22]1[C:27]([C:28]2[C:29]3[C:34]([O:35][C:36]4[C:41]=2[CH:40]=[C:39]([I:42])[C:38](=[O:43])[C:37]=4[I:44])=[C:33]([I:45])[C:32]([OH:46])=[C:31]([I:47])[CH:30]=3)=[C:26]([Cl:48])[C:25]([Cl:49])=[C:24]([Cl:50])[C:23]=1[Cl:51])=[O:14])=O)(C)(C)C.Cl.O1CCOCC1, predict the reaction product. The product is: [ClH:48].[NH2:8][CH2:9][CH2:10][CH2:11][NH:12][C:13]([CH2:15][CH2:16][CH2:17][CH2:18][CH2:19][O:20][C:21](=[O:52])[C:22]1[C:27]([C:28]2[C:29]3[C:34]([O:35][C:36]4[C:41]=2[CH:40]=[C:39]([I:42])[C:38](=[O:43])[C:37]=4[I:44])=[C:33]([I:45])[C:32]([OH:46])=[C:31]([I:47])[CH:30]=3)=[C:26]([Cl:48])[C:25]([Cl:49])=[C:24]([Cl:50])[C:23]=1[Cl:51])=[O:14].